Dataset: Reaction yield outcomes from USPTO patents with 853,638 reactions. Task: Predict the reaction yield, written as a fraction of the theoretical maximum amount of product (1.0 means a 100% yield; for example, 0.34 means a 34% yield). (1) The reactants are [CH2:1]([O:8][C:9]1[CH:14]=[CH:13][C:12]([NH:15][C:16]2[C:25]3[C:20](=[CH:21][C:22]([F:36])=[C:23]([C:26]4[O:27][C:28]([CH:31]5OCC[O:32]5)=[CH:29][CH:30]=4)[CH:24]=3)[N:19]=[CH:18][N:17]=2)=[CH:11][CH:10]=1)[C:2]1[CH:7]=[CH:6][CH:5]=[CH:4][CH:3]=1.[ClH:37]. The catalyst is C1COCC1. The product is [ClH:37].[CH2:1]([O:8][C:9]1[CH:10]=[CH:11][C:12]([NH:15][C:16]2[C:25]3[C:20](=[CH:21][C:22]([F:36])=[C:23]([C:26]4[O:27][C:28]([CH:31]=[O:32])=[CH:29][CH:30]=4)[CH:24]=3)[N:19]=[CH:18][N:17]=2)=[CH:13][CH:14]=1)[C:2]1[CH:7]=[CH:6][CH:5]=[CH:4][CH:3]=1. The yield is 0.610. (2) The reactants are [CH3:1][C:2]1[CH:7]=[CH:6][CH:5]=[C:4]([CH3:8])[C:3]=1[CH2:9][N:10]1[C:14]([C:15]([O:17][CH3:18])=[O:16])=[CH:13][C:12](OS(C(F)(F)F)(=O)=O)=[N:11]1.[CH3:27][C:28]1([CH3:44])[C:32]([CH3:34])([CH3:33])[O:31][B:30]([B:30]2[O:31][C:32]([CH3:34])([CH3:33])[C:28]([CH3:44])([CH3:27])[O:29]2)[O:29]1.CC([O-])=O.[K+]. The catalyst is O1CCOCC1.C1C=CC(P(C2C=CC=CC=2)[C-]2C=CC=C2)=CC=1.C1C=CC(P(C2C=CC=CC=2)[C-]2C=CC=C2)=CC=1.Cl[Pd]Cl.[Fe+2].ClCCl.C1(P(C2C=CC=CC=2)[C-]2C=CC=C2)C=CC=CC=1.[C-]1(P(C2C=CC=CC=2)C2C=CC=CC=2)C=CC=C1.[Fe+2]. The product is [CH3:1][C:2]1[CH:7]=[CH:6][CH:5]=[C:4]([CH3:8])[C:3]=1[CH2:9][N:10]1[C:14]([C:15]([O:17][CH3:18])=[O:16])=[CH:13][C:12]([B:30]2[O:31][C:32]([CH3:34])([CH3:33])[C:28]([CH3:44])([CH3:27])[O:29]2)=[N:11]1. The yield is 0.930. (3) The reactants are [F:1][C:2]1[CH:3]=[C:4]([CH2:8][C:9]([OH:11])=O)[CH:5]=[CH:6][CH:7]=1.C(Cl)(=O)C(Cl)=O.[Br:18][C:19]1[CH:24]=[CH:23][C:22]([O:25]C)=[CH:21][CH:20]=1.[Al+3].[Cl-].[Cl-].[Cl-]. The catalyst is ClCCl.CN(C=O)C. The product is [Br:18][C:19]1[CH:20]=[CH:21][C:22]([OH:25])=[C:23]([C:9](=[O:11])[CH2:8][C:4]2[CH:5]=[CH:6][CH:7]=[C:2]([F:1])[CH:3]=2)[CH:24]=1. The yield is 0.800. (4) The reactants are Br[C:2]1[C:15]2[C:16]3=[C:17]4[C:12](=[CH:13][CH:14]=2)[CH:11]=[CH:10][C:9]([C:18]2[C:27]5[C:22](=[CH:23][CH:24]=[CH:25][CH:26]=5)[CH:21]=[CH:20][CH:19]=2)=[C:8]4[CH:7]=[CH:6][C:5]3=[CH:4][CH:3]=1.[CH3:28][C:29]1([CH3:63])[C:53]2[C:33]([CH:34]=[C:35]3[CH:52]=[C:51]4[C:38]([C:39]5[C:44]([C:45]6[C:50]4=[CH:49][CH:48]=[CH:47][CH:46]=6)=[CH:43][CH:42]=[CH:41][CH:40]=5)=[CH:37][C:36]3=2)=[CH:32][C:31](B2OC(C)(C)C(C)(C)O2)=[CH:30]1.C([O-])([O-])=O.[Na+].[Na+].CCO. The catalyst is C1C=CC([P]([Pd]([P](C2C=CC=CC=2)(C2C=CC=CC=2)C2C=CC=CC=2)([P](C2C=CC=CC=2)(C2C=CC=CC=2)C2C=CC=CC=2)[P](C2C=CC=CC=2)(C2C=CC=CC=2)C2C=CC=CC=2)(C2C=CC=CC=2)C2C=CC=CC=2)=CC=1.C1(C)C=CC=CC=1. The product is [CH3:63][C:29]1([CH3:28])[C:53]2[C:33]([CH:34]=[C:35]3[CH:52]=[C:51]4[C:38]([C:39]5[C:44]([C:45]6[C:50]4=[CH:49][CH:48]=[CH:47][CH:46]=6)=[CH:43][CH:42]=[CH:41][CH:40]=5)=[CH:37][C:36]3=2)=[CH:32][C:31]([C:2]2[C:15]3[C:16]4=[C:17]5[C:12](=[CH:13][CH:14]=3)[CH:11]=[CH:10][C:9]([C:18]3[C:27]6[C:22](=[CH:23][CH:24]=[CH:25][CH:26]=6)[CH:21]=[CH:20][CH:19]=3)=[C:8]5[CH:7]=[CH:6][C:5]4=[CH:4][CH:3]=2)=[CH:30]1. The yield is 0.470. (5) The product is [OH:1][C:2]1[C:7](=[O:8])[CH:6]=[CH:5][N:4]([CH3:9])[C:3]=1[CH:10]([N:16]1[CH2:21][CH2:20][CH2:19][CH2:18][CH2:17]1)[C:11]([F:14])([F:13])[F:12]. No catalyst specified. The yield is 0.540. The reactants are [OH:1][C:2]1[C:7](=[O:8])[CH:6]=[CH:5][N:4]([CH3:9])[C:3]=1[CH:10](O)[C:11]([F:14])([F:13])[F:12].[NH:16]1[CH2:21][CH2:20][CH2:19][CH2:18][CH2:17]1.